This data is from Forward reaction prediction with 1.9M reactions from USPTO patents (1976-2016). The task is: Predict the product of the given reaction. (1) The product is: [F:7][C:8]1[C:13]([F:14])=[CH:12][CH:11]=[CH:10][C:9]=1[CH2:15][CH2:16][O:17][CH2:18][CH2:19][CH2:20][CH2:21][CH2:22][CH2:23][C:24]([Cl:1])=[O:26]. Given the reactants [Cl:1]C(OCC)=O.[F:7][C:8]1[C:13]([F:14])=[CH:12][CH:11]=[CH:10][C:9]=1[CH2:15][CH2:16][O:17][CH2:18][CH2:19][CH2:20][CH2:21][CH2:22][CH2:23][C:24]([OH:26])=O.C(N(CC)CC)C, predict the reaction product. (2) Given the reactants [Br:1][C:2]1[CH:3]=[C:4]([O:13][CH:14]([CH3:16])[CH3:15])[C:5]([CH3:12])=[C:6]([CH:11]=1)[C:7]([O:9]C)=[O:8].[OH-].[Na+].Cl, predict the reaction product. The product is: [Br:1][C:2]1[CH:3]=[C:4]([O:13][CH:14]([CH3:16])[CH3:15])[C:5]([CH3:12])=[C:6]([CH:11]=1)[C:7]([OH:9])=[O:8]. (3) Given the reactants [Cl:1][C:2]1[N:3]=[CH:4][NH:5][C:6]=1[Cl:7].[OH-].[K+].[Br:10][CH2:11][CH3:12].[K+].[Br-].BrCC[C:18]1[C:27]2[C:22](=[CH:23][CH:24]=[CH:25][CH:26]=2)[CH:21]=[CH:20][CH:19]=1, predict the reaction product. The product is: [Br-:10].[CH2:20]([N+:3]1[C:2]([Cl:1])=[C:6]([Cl:7])[N:5]([C:26]2[C:27]3[C:22](=[CH:21][CH:20]=[CH:19][CH:18]=3)[CH:23]=[CH:24][C:25]=2[CH2:11][CH3:12])[CH:4]=1)[CH2:19][CH2:18][CH2:27][CH3:26].